This data is from Catalyst prediction with 721,799 reactions and 888 catalyst types from USPTO. The task is: Predict which catalyst facilitates the given reaction. (1) Reactant: [NH2:1][C:2]1[N:7]=[C:6](Cl)[CH:5]=[C:4]([Cl:9])[N:3]=1.[C:10]([NH2:14])([CH3:13])([CH3:12])[CH3:11]. Product: [C:10]([NH:14][C:6]1[CH:5]=[C:4]([Cl:9])[N:3]=[C:2]([NH2:1])[N:7]=1)([CH3:13])([CH3:12])[CH3:11]. The catalyst class is: 37. (2) Reactant: ClC1C=CC=C(C(OO)=[O:9])C=1.[CH:12]1([NH:18][C:19]2[CH:28]=[C:27]3[C:22]([C:23](=[O:36])[C:24](C=O)=[CH:25][N:26]3[CH:29]3[CH2:33][CH2:32][CH2:31][CH2:30]3)=[CH:21][C:20]=2[F:37])[CH2:17][CH2:16][CH2:15][CH2:14][CH2:13]1.C(=O)([O-])O.[Na+]. Product: [CH:12]1([NH:18][C:19]2[CH:28]=[C:27]3[C:22]([C:23](=[O:36])[C:24]([OH:9])=[CH:25][N:26]3[CH:29]3[CH2:30][CH2:31][CH2:32][CH2:33]3)=[CH:21][C:20]=2[F:37])[CH2:13][CH2:14][CH2:15][CH2:16][CH2:17]1. The catalyst class is: 4. (3) Reactant: CS(Cl)(=O)=O.[Br:6][C:7]1[CH:11]=[C:10]([C:12]([OH:14])=O)[N:9]([C:15]2[C:20]([Cl:21])=[CH:19][CH:18]=[CH:17][N:16]=2)[N:8]=1.N1C=CC=CC=1.[NH2:28][C:29]1[C:37]([CH3:38])=[CH:36][C:35]([Cl:39])=[CH:34][C:30]=1[C:31](O)=[O:32]. Product: [Br:6][C:7]1[CH:11]=[C:10]([C:12]2[O:14][C:31](=[O:32])[C:30]3[CH:34]=[C:35]([Cl:39])[CH:36]=[C:37]([CH3:38])[C:29]=3[N:28]=2)[N:9]([C:15]2[C:20]([Cl:21])=[CH:19][CH:18]=[CH:17][N:16]=2)[N:8]=1. The catalyst class is: 47. (4) Reactant: [OH:1][C:2]1[CH:10]=[CH:9][C:8]2[N:7]3[CH2:11][CH2:12][CH:13]([CH2:14][C:15]([O:17][C:18]([CH3:21])([CH3:20])[CH3:19])=[O:16])[C:6]3=[CH:5][C:4]=2[CH:3]=1.C(=O)([O-])[O-].[Cs+].[Cs+].Cl[CH2:29][C:30]1[CH:35]=[CH:34][C:33]([O:36][CH:37]([CH3:39])[CH3:38])=[C:32]([C:40]([F:43])([F:42])[F:41])[CH:31]=1. The catalyst class is: 44. Product: [CH:37]([O:36][C:33]1[CH:34]=[CH:35][C:30]([CH2:29][O:1][C:2]2[CH:10]=[CH:9][C:8]3[N:7]4[CH2:11][CH2:12][CH:13]([CH2:14][C:15]([O:17][C:18]([CH3:21])([CH3:20])[CH3:19])=[O:16])[C:6]4=[CH:5][C:4]=3[CH:3]=2)=[CH:31][C:32]=1[C:40]([F:41])([F:42])[F:43])([CH3:39])[CH3:38]. (5) Reactant: [O:1]1[CH2:5][CH2:4][CH:3](C(O)=O)[CH2:2]1.C1(P(N=[N+]=[N-])(C2C=CC=CC=2)=[O:16])C=CC=CC=1.[CH2:26]([OH:33])[C:27]1[CH:32]=[CH:31][CH:30]=[CH:29][CH:28]=1.C([N:36]([CH2:39]C)CC)C. Product: [CH2:26]([O:33][C:39]([NH:36][CH:3]1[CH2:4][CH2:5][O:1][CH2:2]1)=[O:16])[C:27]1[CH:32]=[CH:31][CH:30]=[CH:29][CH:28]=1. The catalyst class is: 12. (6) Reactant: C([O:8][C:9](=[O:44])[CH:10]([NH:36][C:37]([O:39][C:40]([CH3:43])([CH3:42])[CH3:41])=[O:38])[CH2:11][C:12]1[CH:17]=[CH:16][C:15]([O:18][C:19]2[CH:24]=[CH:23][C:22]([C:25](=[O:35])[NH:26][O:27]CC3C=CC=CC=3)=[CH:21][CH:20]=2)=[CH:14][CH:13]=1)C1C=CC=CC=1.[H][H]. Product: [C:40]([O:39][C:37]([NH:36][CH:10]([CH2:11][C:12]1[CH:17]=[CH:16][C:15]([O:18][C:19]2[CH:24]=[CH:23][C:22]([C:25](=[O:35])[NH:26][OH:27])=[CH:21][CH:20]=2)=[CH:14][CH:13]=1)[C:9]([OH:44])=[O:8])=[O:38])([CH3:43])([CH3:41])[CH3:42]. The catalyst class is: 43.